Dataset: Forward reaction prediction with 1.9M reactions from USPTO patents (1976-2016). Task: Predict the product of the given reaction. (1) Given the reactants [NH2:1][C:2]1[CH:7]=[CH:6][CH:5]=[CH:4][CH:3]=1.[CH3:8][C:9](=O)[CH2:10][CH2:11][C:12](=O)[CH3:13].CC(O)=O, predict the reaction product. The product is: [CH3:13][C:12]1[N:1]([C:2]2[CH:7]=[CH:6][CH:5]=[CH:4][CH:3]=2)[C:9]([CH3:8])=[CH:10][CH:11]=1. (2) Given the reactants Br[C:2]1[CH:3]=[C:4]([CH:6]=[C:7]([O:9][CH3:10])[CH:8]=1)[NH2:5].[B:11]1([B:11]2[O:15][C:14]([CH3:17])([CH3:16])[C:13]([CH3:19])([CH3:18])[O:12]2)[O:15][C:14]([CH3:17])([CH3:16])[C:13]([CH3:19])([CH3:18])[O:12]1.C([O-])(=O)C.[K+], predict the reaction product. The product is: [CH3:10][O:9][C:7]1[CH:6]=[C:4]([CH:3]=[C:2]([B:11]2[O:15][C:14]([CH3:17])([CH3:16])[C:13]([CH3:19])([CH3:18])[O:12]2)[CH:8]=1)[NH2:5].